This data is from Full USPTO retrosynthesis dataset with 1.9M reactions from patents (1976-2016). The task is: Predict the reactants needed to synthesize the given product. (1) Given the product [I:21][C:6]1[CH:7]=[C:8]2[C:13](=[CH:14][CH:15]=1)[N:12]=[C:11]([C:16]([O:18][CH2:19][CH3:20])=[O:17])[CH:10]=[N:9]2, predict the reactants needed to synthesize it. The reactants are: N([O-])=O.[Na+].N[C:6]1[CH:7]=[C:8]2[C:13](=[CH:14][CH:15]=1)[N:12]=[C:11]([C:16]([O:18][CH2:19][CH3:20])=[O:17])[CH:10]=[N:9]2.[I-:21].[K+].C(=O)(O)[O-].[Na+]. (2) The reactants are: [C:1](=[O:23])([O:20][CH2:21][CH3:22])[O:2][C:3]1[CH:8]=[CH:7][C:6]([CH3:9])=[CH:5][C:4]=1[CH:10]1[CH:17]2[CH2:18][CH:13]3[CH2:14][CH:15]([CH2:19][CH:11]1[CH2:12]3)[CH2:16]2.[N+:24]([O-])([O-:26])=[O:25].[K+]. Given the product [C:1](=[O:23])([O:20][CH2:21][CH3:22])[O:2][C:3]1[CH:8]=[C:7]([N+:24]([O-:26])=[O:25])[C:6]([CH3:9])=[CH:5][C:4]=1[CH:10]1[CH:11]2[CH2:19][CH:15]3[CH2:14][CH:13]([CH2:18][CH:17]1[CH2:16]3)[CH2:12]2, predict the reactants needed to synthesize it. (3) Given the product [C:1]1([S:7][CH2:8][CH2:9][CH2:10][CH2:11][CH2:12][C:13]([OH:15])=[O:14])[CH:6]=[CH:5][CH:4]=[CH:3][CH:2]=1, predict the reactants needed to synthesize it. The reactants are: [C:1]1([S:7][CH2:8][CH2:9][CH2:10][CH2:11][CH2:12][C:13]([O:15]C(C)(C)C)=[O:14])[CH:6]=[CH:5][CH:4]=[CH:3][CH:2]=1.C(O)(C(F)(F)F)=O.[Na+].[Cl-]. (4) Given the product [CH3:1][O:2][C:3]1[CH:10]=[CH:9][CH:8]=[CH:7][C:4]=1[CH:5]1[C:25]([C:26]([O:28][CH2:29][CH3:30])=[O:27])=[C:17]([C:18]2[CH:19]=[CH:20][CH:21]=[CH:22][CH:23]=2)[NH:11][C:12]2=[N:13][NH:14][CH:15]=[C:16]12, predict the reactants needed to synthesize it. The reactants are: [CH3:1][O:2][C:3]1[CH:10]=[CH:9][CH:8]=[CH:7][C:4]=1[CH:5]=O.[NH2:11][C:12]1[CH:16]=[CH:15][NH:14][N:13]=1.[C:17]([CH2:25][C:26]([O:28][CH2:29][CH3:30])=[O:27])(=O)[C:18]1[CH:23]=[CH:22][CH:21]=[CH:20][CH:19]=1.